This data is from Full USPTO retrosynthesis dataset with 1.9M reactions from patents (1976-2016). The task is: Predict the reactants needed to synthesize the given product. (1) The reactants are: [CH3:1][CH:2]([CH3:16])[CH2:3][C:4]([C:6]1[O:7][C:8]2[CH:15]=[CH:14][CH:13]=[CH:12][C:9]=2[C:10]=1[CH3:11])=O.[NH2:17][C:18]1[CH:27]=[CH:26][C:21]([C:22]([O:24][CH3:25])=[O:23])=[CH:20][CH:19]=1.C(=O)([O-])O.[Na+].C([BH3-])#N.[Na+]. Given the product [CH3:1][CH:2]([CH3:16])[CH2:3][CH:4]([NH:17][C:18]1[CH:19]=[CH:20][C:21]([C:22]([O:24][CH3:25])=[O:23])=[CH:26][CH:27]=1)[C:6]1[O:7][C:8]2[CH:15]=[CH:14][CH:13]=[CH:12][C:9]=2[C:10]=1[CH3:11], predict the reactants needed to synthesize it. (2) Given the product [CH3:31][C:29]([O:28][C:26]([N:8]([C:6]([O:5][C:2]([CH3:1])([CH3:4])[CH3:3])=[O:7])[N:9]([C:17]1[C:22]([F:23])=[C:21]([NH:46][CH:42]2[CH2:45][CH2:44][CH2:43]2)[N:20]=[C:19]([Cl:25])[N:18]=1)[C:10]([O:12][C:13]([CH3:14])([CH3:15])[CH3:16])=[O:11])=[O:27])([CH3:30])[CH3:32], predict the reactants needed to synthesize it. The reactants are: [CH3:1][C:2]([O:5][C:6]([N:8]([C:26]([O:28][C:29]([CH3:32])([CH3:31])[CH3:30])=[O:27])[N:9]([C:17]1[C:22]([F:23])=[C:21](Cl)[N:20]=[C:19]([Cl:25])[N:18]=1)[C:10]([O:12][C:13]([CH3:16])([CH3:15])[CH3:14])=[O:11])=[O:7])([CH3:4])[CH3:3].C(N(C(C)C)CC)(C)C.[CH:42]1([NH2:46])[CH2:45][CH2:44][CH2:43]1.CCOCC. (3) Given the product [NH2:3][CH2:4][C:5]1[CH:10]=[CH:9][C:8]([O:11][CH2:12][CH2:13][O:14][CH3:15])=[C:7]([OH:16])[CH:6]=1, predict the reactants needed to synthesize it. The reactants are: CO[N:3]=[CH:4][C:5]1[CH:10]=[CH:9][C:8]([O:11][CH2:12][CH2:13][O:14][CH3:15])=[C:7]([OH:16])[CH:6]=1.Cl. (4) Given the product [CH3:32][N:33]([CH3:37])[CH2:34][CH2:35][NH:36][C:5]1[N:10]=[CH:9][C:8]([C:11]2[O:15][C:14]([C:16]3[CH:17]=[CH:18][N:19]=[CH:20][CH:21]=3)=[C:13]([C:22]3[CH:23]=[C:24]4[C:28](=[CH:29][CH:30]=3)[C:27](=[O:31])[CH2:26][CH2:25]4)[CH:12]=2)=[CH:7][N:6]=1, predict the reactants needed to synthesize it. The reactants are: CS([C:5]1[N:10]=[CH:9][C:8]([C:11]2[O:15][C:14]([C:16]3[CH:21]=[CH:20][N:19]=[CH:18][CH:17]=3)=[C:13]([C:22]3[CH:23]=[C:24]4[C:28](=[CH:29][CH:30]=3)[C:27](=[O:31])[CH2:26][CH2:25]4)[CH:12]=2)=[CH:7][N:6]=1)(=O)=O.[CH3:32][N:33]([CH3:37])[CH2:34][CH2:35][NH2:36].